This data is from Forward reaction prediction with 1.9M reactions from USPTO patents (1976-2016). The task is: Predict the product of the given reaction. Given the reactants [CH2:1]([PH:8](=[O:10])[OH:9])[C:2]1[CH:7]=[CH:6][CH:5]=[CH:4][CH:3]=1.C(N(CC)CC)C.C[Si](Cl)(C)C.[CH2:23]([O:30][C:31]([CH:33]([CH2:46][CH2:47][C:48]([O:50][CH2:51][C:52]1[CH:57]=[CH:56][CH:55]=[CH:54][CH:53]=1)=[O:49])[CH2:34]P(C)(=O)OCC1C=CC=CC=1)=[O:32])[C:24]1[CH:29]=[CH:28][CH:27]=[CH:26][CH:25]=1, predict the reaction product. The product is: [CH2:1]([P:8]([CH2:34][CH:33]([C:31]([O:30][CH2:23][C:24]1[CH:25]=[CH:26][CH:27]=[CH:28][CH:29]=1)=[O:32])[CH2:46][CH2:47][C:48]([O:50][CH2:51][C:52]1[CH:53]=[CH:54][CH:55]=[CH:56][CH:57]=1)=[O:49])(=[O:9])[OH:10])[C:2]1[CH:7]=[CH:6][CH:5]=[CH:4][CH:3]=1.